This data is from Full USPTO retrosynthesis dataset with 1.9M reactions from patents (1976-2016). The task is: Predict the reactants needed to synthesize the given product. (1) Given the product [Br:22][C:23]1[CH:24]=[CH:25][C:26]([Cl:31])=[C:27]([CH:30]=1)[CH:28]=[O:29], predict the reactants needed to synthesize it. The reactants are: [Cr](O[Cr]([O-])(=O)=O)([O-])(=O)=O.[NH+]1C=CC=CC=1.[NH+]1C=CC=CC=1.[Br:22][C:23]1[CH:24]=[CH:25][C:26]([Cl:31])=[C:27]([CH:30]=1)[CH2:28][OH:29]. (2) Given the product [Br:1][C:2]1[N:7]=[C:6]([NH:8][CH2:16][CH:17]2[CH2:22][O:21][CH2:20][C:19]([CH3:24])([CH3:23])[O:18]2)[CH:5]=[CH:4][CH:3]=1, predict the reactants needed to synthesize it. The reactants are: [Br:1][C:2]1[N:7]=[C:6]([NH2:8])[CH:5]=[CH:4][CH:3]=1.[H-].[Na+].CS(O[CH2:16][CH:17]1[CH2:22][O:21][CH2:20][C:19]([CH3:24])([CH3:23])[O:18]1)(=O)=O. (3) Given the product [CH2:16]([N:23]([CH2:24][CH2:25][CH:26]=[CH2:27])[C:10](=[O:12])[C@@H:9]([NH:8][C:6](=[O:7])[O:5][C:1]([CH3:2])([CH3:3])[CH3:4])[CH2:13][CH:14]=[CH2:15])[C:17]1[CH:22]=[CH:21][CH:20]=[CH:19][CH:18]=1, predict the reactants needed to synthesize it. The reactants are: [C:1]([O:5][C:6]([NH:8][C@@H:9]([CH2:13][CH:14]=[CH2:15])[C:10]([OH:12])=O)=[O:7])([CH3:4])([CH3:3])[CH3:2].[CH2:16]([NH:23][CH2:24][CH2:25][CH:26]=[CH2:27])[C:17]1[CH:22]=[CH:21][CH:20]=[CH:19][CH:18]=1.C(Cl)CCl.C1C=CC2N(O)N=NC=2C=1. (4) The reactants are: [ClH:1].[F:2][C:3]([F:29])([F:28])[C:4]1[CH:9]=[CH:8][C:7]([C@:10]23[CH2:15][C@H:14]2[CH2:13][N:12]([CH2:16][CH2:17][CH2:18][CH2:19][N:20]2[CH:25]=[CH:24][C:23](=O)[NH:22][C:21]2=[O:27])[CH2:11]3)=[CH:6][CH:5]=1.COC1C=CC(P2(SP(C3C=CC(OC)=CC=3)(=S)S2)=[S:39])=CC=1. Given the product [ClH:1].[S:39]=[C:23]1[CH:24]=[CH:25][N:20]([CH2:19][CH2:18][CH2:17][CH2:16][N:12]2[CH2:13][C@H:14]3[C@:10]([C:7]4[CH:8]=[CH:9][C:4]([C:3]([F:29])([F:28])[F:2])=[CH:5][CH:6]=4)([CH2:15]3)[CH2:11]2)[C:21](=[O:27])[NH:22]1, predict the reactants needed to synthesize it. (5) Given the product [C:49]([O:53][C:54]([N:56]1[CH2:60][CH:59]([O:61][C:62]2[CH:67]=[CH:66][C:65]([F:68])=[C:64]([F:69])[CH:63]=2)[CH:58]2[N:70]([C:73](=[O:80])[CH:74]([NH:79][C:14](=[O:16])[CH:12]([N:11]([C:1]([O:3][CH2:4][C:5]3[CH:6]=[CH:7][CH:8]=[CH:9][CH:10]=3)=[O:2])[CH3:17])[CH3:13])[C:75]([CH3:78])([CH3:77])[CH3:76])[CH2:71][CH2:72][CH:57]12)=[O:55])([CH3:52])([CH3:50])[CH3:51], predict the reactants needed to synthesize it. The reactants are: [C:1]([N:11]([CH3:17])[C@H:12]([C:14]([OH:16])=O)[CH3:13])([O:3][CH2:4][C:5]1[CH:10]=[CH:9][CH:8]=[CH:7][CH:6]=1)=[O:2].CN(C(ON1N=NC2C=CC=NC1=2)=[N+](C)C)C.F[P-](F)(F)(F)(F)F.CN1CCOCC1.[C:49]([O:53][C:54]([N:56]1[CH2:60][CH:59]([O:61][C:62]2[CH:67]=[CH:66][C:65]([F:68])=[C:64]([F:69])[CH:63]=2)[CH:58]2[N:70]([C:73](=[O:80])[CH:74]([NH2:79])[C:75]([CH3:78])([CH3:77])[CH3:76])[CH2:71][CH2:72][CH:57]12)=[O:55])([CH3:52])([CH3:51])[CH3:50].